This data is from Reaction yield outcomes from USPTO patents with 853,638 reactions. The task is: Predict the reaction yield, written as a fraction of the theoretical maximum amount of product (1.0 means a 100% yield; for example, 0.34 means a 34% yield). (1) The reactants are [OH:1][C@@H:2]1[CH2:10][C:9]2[C:4](=[CH:5][CH:6]=[CH:7][CH:8]=2)[C@H:3]1[O:11][C:12]1[C:20]2[N:19]=[C:18]([CH3:21])[N:17]([CH3:22])[C:16]=2[CH:15]=[C:14]([C:23]([N:25]([CH3:27])[CH3:26])=[O:24])[CH:13]=1.[H-].[Na+].CI.N.O.O.[C:35]([OH:40])(=[O:39])[C:36]([OH:38])=[O:37]. The catalyst is CN(C)C=O.CC(C)=O. The product is [C:35]([OH:40])(=[O:39])[C:36]([OH:38])=[O:37].[CH3:35][O:1][C@@H:2]1[CH2:10][C:9]2[C:4](=[CH:5][CH:6]=[CH:7][CH:8]=2)[C@H:3]1[O:11][C:12]1[C:20]2[N:19]=[C:18]([CH3:21])[N:17]([CH3:22])[C:16]=2[CH:15]=[C:14]([C:23]([N:25]([CH3:26])[CH3:27])=[O:24])[CH:13]=1. The yield is 0.700. (2) The reactants are [CH3:1][O:2][C:3](=[O:13])[CH2:4][O:5][C:6]1[CH:11]=[CH:10][C:9]([NH2:12])=[CH:8][CH:7]=1.C(N(CC)CC)C.Cl[C:22](Cl)([O:24]C(=O)OC(Cl)(Cl)Cl)Cl. The catalyst is C1(C)C=CC=CC=1. The product is [CH3:1][O:2][C:3](=[O:13])[CH2:4][O:5][C:6]1[CH:11]=[CH:10][C:9]([N:12]=[C:22]=[O:24])=[CH:8][CH:7]=1. The yield is 0.583.